From a dataset of Catalyst prediction with 721,799 reactions and 888 catalyst types from USPTO. Predict which catalyst facilitates the given reaction. (1) The catalyst class is: 7. Product: [F:1][C:2]1[CH:3]=[CH:4][C:5]([C:8]2[N:9]=[C:10]([C:23]([NH:31][CH2:28][CH2:29][CH3:30])=[O:25])[S:11][C:12]=2[C:13]2[CH:18]=[CH:17][C:16](=[O:19])[N:15]([CH:20]([CH3:22])[CH3:21])[N:14]=2)=[CH:6][CH:7]=1. Reactant: [F:1][C:2]1[CH:7]=[CH:6][C:5]([C:8]2[N:9]=[C:10]([C:23]([O:25]CC)=O)[S:11][C:12]=2[C:13]2[CH:18]=[CH:17][C:16](=[O:19])[N:15]([CH:20]([CH3:22])[CH3:21])[N:14]=2)=[CH:4][CH:3]=1.[CH2:28]([NH2:31])[CH2:29][CH3:30]. (2) Reactant: [Br:1][C:2]1[C:3](F)=[C:4]2[C:10]([NH:11][C:12](=[O:16])[CH2:13][O:14][CH3:15])=[CH:9][NH:8][C:5]2=[N:6][CH:7]=1.[NH:18]1[CH2:23][CH2:22][CH2:21][C@@H:20]([NH:24][C:25](=[O:31])[O:26][C:27]([CH3:30])([CH3:29])[CH3:28])[CH2:19]1. Product: [Br:1][C:2]1[C:3]([N:18]2[CH2:23][CH2:22][CH2:21][C@@H:20]([NH:24][C:25](=[O:31])[O:26][C:27]([CH3:29])([CH3:28])[CH3:30])[CH2:19]2)=[C:4]2[C:10]([NH:11][C:12](=[O:16])[CH2:13][O:14][CH3:15])=[CH:9][NH:8][C:5]2=[N:6][CH:7]=1. The catalyst class is: 114. (3) Reactant: [Li]CCCC.CCCCC.[F:11][C:12]1[C:19](I)=[CH:18][CH:17]=[C:16]([O:21][CH2:22][CH3:23])[C:13]=1[C:14]#[N:15].[B:24]1([B:24]2[O:28][C:27]([CH3:30])([CH3:29])[C:26]([CH3:32])([CH3:31])[O:25]2)[O:28][C:27]([CH3:30])([CH3:29])[C:26]([CH3:32])([CH3:31])[O:25]1. Product: [CH2:22]([O:21][C:16]1[C:13]([C:14]#[N:15])=[C:12]([F:11])[C:19]([B:24]2[O:28][C:27]([CH3:30])([CH3:29])[C:26]([CH3:32])([CH3:31])[O:25]2)=[CH:18][CH:17]=1)[CH3:23]. The catalyst class is: 1. (4) Reactant: [Br:1][C:2]1[CH:7]=[CH:6][C:5]([Cl:8])=[CH:4][C:3]=1[C:9]1[N:14]=[CH:13][N:12]=[C:11]([OH:15])[CH:10]=1.C1C(=O)N([Cl:23])C(=O)C1. Product: [Br:1][C:2]1[CH:7]=[CH:6][C:5]([Cl:8])=[CH:4][C:3]=1[C:9]1[N:14]=[CH:13][N:12]=[C:11]([OH:15])[C:10]=1[Cl:23]. The catalyst class is: 23. (5) Reactant: [F:1][C:2]1[CH:30]=[CH:29][CH:28]=[C:27]([F:31])[C:3]=1[CH2:4][N:5]1[CH:10]=[C:9]([C:11](=[O:15])[CH:12]([CH3:14])[CH3:13])[C:8](=[O:16])[C:7]2[C:17]([CH3:26])=[C:18]([C:20]3[CH:25]=[CH:24][CH:23]=[CH:22][CH:21]=3)[S:19][C:6]1=2.[Br:32]N1C(=O)CCC1=O.CC(CC(C)C)C#N.C(OC)(=O)C. Product: [Br:32][CH2:26][C:17]1[C:7]2[C:8](=[O:16])[C:9]([C:11](=[O:15])[CH:12]([CH3:14])[CH3:13])=[CH:10][N:5]([CH2:4][C:3]3[C:2]([F:1])=[CH:30][CH:29]=[CH:28][C:27]=3[F:31])[C:6]=2[S:19][C:18]=1[C:20]1[CH:21]=[CH:22][CH:23]=[CH:24][CH:25]=1. The catalyst class is: 6. (6) Reactant: [O:1]1[CH:5]=[CH:4][N:3]=[CH:2]1.C([Li])CCC.[Si](OS(C(F)(F)F)(=O)=O)(C)(C)C.[C:23]1([CH2:29][C:30](Cl)=[O:31])[CH:28]=[CH:27][CH:26]=[CH:25][CH:24]=1. Product: [O:1]1[CH:5]=[CH:4][N:3]=[C:2]1[C:30](=[O:31])[CH2:29][C:23]1[CH:28]=[CH:27][CH:26]=[CH:25][CH:24]=1. The catalyst class is: 30. (7) Reactant: [CH3:1][C:2]1[CH:7]=[CH:6][C:5]([S:8]([N:11]2[C@H:17]([CH2:18][NH2:19])[CH2:16][C@@H:15]3[C@@H:13]([CH2:14]3)[CH2:12]2)(=[O:10])=[O:9])=[CH:4][CH:3]=1.CCN(C(C)C)C(C)C.Cl[C:30]1[N:35]=[C:34]([CH3:36])[CH:33]=[C:32]([CH3:37])[N:31]=1. Product: [CH3:37][C:32]1[CH:33]=[C:34]([CH3:36])[N:35]=[C:30]([NH:19][CH2:18][C@@H:17]2[CH2:16][C@@H:15]3[C@@H:13]([CH2:14]3)[CH2:12][N:11]2[S:8]([C:5]2[CH:4]=[CH:3][C:2]([CH3:1])=[CH:7][CH:6]=2)(=[O:10])=[O:9])[N:31]=1. The catalyst class is: 58.